Dataset: Catalyst prediction with 721,799 reactions and 888 catalyst types from USPTO. Task: Predict which catalyst facilitates the given reaction. (1) Reactant: [CH3:1]C(C)=O.[CH2:5]([C:7]1[C:8]([C:29]2[CH:34]=[CH:33][C:32]([OH:35])=[CH:31][CH:30]=2)=[N:9][N:10]([C:19]2[CH:24]=[CH:23][CH:22]=[CH:21][C:20]=2[C:25]([F:28])([F:27])[F:26])[C:11]=1[C:12]1[CH:17]=[CH:16][C:15]([OH:18])=[CH:14][CH:13]=1)[CH3:6].C(=O)([O-])[O-].[K+].[K+].COS(OC)(=O)=O. Product: [CH:8]#[N:9].[CH2:5]([C:7]1[C:8]([C:29]2[CH:30]=[CH:31][C:32]([O:35][CH3:1])=[CH:33][CH:34]=2)=[N:9][N:10]([C:19]2[CH:24]=[CH:23][CH:22]=[CH:21][C:20]=2[C:25]([F:28])([F:27])[F:26])[C:11]=1[C:12]1[CH:17]=[CH:16][C:15]([OH:18])=[CH:14][CH:13]=1)[CH3:6]. The catalyst class is: 6. (2) Reactant: Cl[C:2]1[NH:6][C:5]2[CH:7]=[C:8]([C:11]([O:13][CH3:14])=[O:12])[CH:9]=[CH:10][C:4]=2[N:3]=1.[F:15][C:16]1[CH:17]=[C:18]([CH:22]2[CH:27]([CH2:28][N:29]([C@@H:37]([C:39]3[C:48]4[C:43](=[CH:44][CH:45]=[CH:46][CH:47]=4)[CH:42]=[CH:41][CH:40]=3)[CH3:38])[C:30](=[O:36])[O:31][C:32]([CH3:35])([CH3:34])[CH3:33])[CH2:26][CH2:25][NH:24][CH2:23]2)[CH:19]=[CH:20][CH:21]=1.O. Product: [C:32]([O:31][C:30]([N:29]([CH2:28][CH:27]1[CH2:26][CH2:25][N:24]([C:2]2[NH:6][C:5]3[CH:7]=[C:8]([C:11]([O:13][CH3:14])=[O:12])[CH:9]=[CH:10][C:4]=3[N:3]=2)[CH2:23][CH:22]1[C:18]1[CH:19]=[CH:20][CH:21]=[C:16]([F:15])[CH:17]=1)[C@@H:37]([C:39]1[C:48]2[C:43](=[CH:44][CH:45]=[CH:46][CH:47]=2)[CH:42]=[CH:41][CH:40]=1)[CH3:38])=[O:36])([CH3:33])([CH3:34])[CH3:35]. The catalyst class is: 16. (3) Reactant: [Br:1][C:2]1[C:3]([CH2:11][CH3:12])=[C:4]([CH2:8][CH2:9][NH2:10])[CH:5]=[CH:6][CH:7]=1.CCN(CC)CC.C(Cl)Cl.[F:23][C:24]([F:35])([F:34])[C:25](O[C:25](=[O:26])[C:24]([F:35])([F:34])[F:23])=[O:26]. Product: [Br:1][C:2]1[C:3]([CH2:11][CH3:12])=[C:4]([CH2:8][CH2:9][NH:10][C:25](=[O:26])[C:24]([F:35])([F:34])[F:23])[CH:5]=[CH:6][CH:7]=1. The catalyst class is: 6.